From a dataset of Forward reaction prediction with 1.9M reactions from USPTO patents (1976-2016). Predict the product of the given reaction. (1) Given the reactants [I:1][C:2]1[CH:7]=[CH:6][NH:5][C:4](=[O:8])[CH:3]=1.FC(F)(F)S(O[CH2:15][CH2:16][F:17])(=O)=O, predict the reaction product. The product is: [F:17][CH2:16][CH2:15][N:5]1[CH:6]=[CH:7][C:2]([I:1])=[CH:3][C:4]1=[O:8]. (2) Given the reactants [OH:1][C:2]1([C:9]([O:11]CC2C=CC=CC=2)=[O:10])[CH:7](I)[CH2:6][CH2:5][O:4][CH2:3]1, predict the reaction product. The product is: [OH:1][C:2]1([C:9]([OH:11])=[O:10])[CH2:7][CH2:6][CH2:5][O:4][CH2:3]1. (3) Given the reactants FC(F)(F)C(O)=O.[S:8]1[C:12]([CH:13]([C:15]2[O:19][C:18]([CH3:20])=[C:17]([CH3:21])[CH:16]=2)O)=[CH:11][C:10]2[CH:22]=[CH:23][CH:24]=[CH:25][C:9]1=2.[BH4-].[Na+], predict the reaction product. The product is: [S:8]1[C:12]([CH2:13][C:15]2[O:19][C:18]([CH3:20])=[C:17]([CH3:21])[CH:16]=2)=[CH:11][C:10]2[CH:22]=[CH:23][CH:24]=[CH:25][C:9]1=2. (4) Given the reactants [C:1]1([C@@H:7]2[CH2:9][C@H:8]2[C:10]([OH:12])=[O:11])[CH:6]=[CH:5][CH:4]=[CH:3][CH:2]=1.[N+:13]([O-])([OH:15])=[O:14], predict the reaction product. The product is: [N+:13]([C:4]1[CH:5]=[CH:6][C:1]([C@@H:7]2[CH2:9][C@H:8]2[C:10]([OH:12])=[O:11])=[CH:2][CH:3]=1)([O-:15])=[O:14]. (5) Given the reactants [N:1]([CH2:4][CH2:5][O:6][CH2:7][CH2:8][O:9][CH2:10][CH:11]([OH:22])[CH2:12][O:13][CH2:14][CH2:15][O:16][CH2:17][CH2:18][N:19]=[N+:20]=[N-:21])=[N+:2]=[N-:3].[C:23](N1C=CN=C1)([N:25]1[CH:29]=[CH:28][N:27]=[CH:26]1)=[O:24], predict the reaction product. The product is: [N:19]([CH2:18][CH2:17][O:16][CH2:15][CH2:14][O:13][CH2:12][CH:11]([O:22][C:23]([N:25]1[CH:29]=[CH:28][N:27]=[CH:26]1)=[O:24])[CH2:10][O:9][CH2:8][CH2:7][O:6][CH2:5][CH2:4][N:1]=[N+:2]=[N-:3])=[N+:20]=[N-:21]. (6) Given the reactants [CH2:1]([NH2:3])[CH3:2].CO.F[C:7]1[CH:12]=[CH:11][CH:10]=[CH:9][C:8]=1[N+:13]([O-:15])=[O:14], predict the reaction product. The product is: [CH2:1]([NH:3][C:7]1[CH:12]=[CH:11][CH:10]=[CH:9][C:8]=1[N+:13]([O-:15])=[O:14])[CH3:2].